From a dataset of Catalyst prediction with 721,799 reactions and 888 catalyst types from USPTO. Predict which catalyst facilitates the given reaction. (1) Product: [N:1]1[N:2]([C:6]2[N:11]=[C:10]([NH:12][C:13]([C:15]3[C:19]4[N:20]=[C:21]([NH:25][C@@H:26]5[CH2:31][CH2:30][O:29][CH2:28][C@@H:27]5[NH:32][C:33](=[O:39])[O:34][C:35]([CH3:37])([CH3:36])[CH3:38])[N:22]=[CH:23][C:18]=4[S:17][CH:16]=3)=[O:14])[CH:9]=[CH:8][CH:7]=2)[N:3]=[CH:4][CH:5]=1. The catalyst class is: 225. Reactant: [N:1]1[N:2]([C:6]2[N:11]=[C:10]([NH:12][C:13]([C:15]3[C:19]4[N:20]=[C:21](Cl)[N:22]=[CH:23][C:18]=4[S:17][CH:16]=3)=[O:14])[CH:9]=[CH:8][CH:7]=2)[N:3]=[CH:4][CH:5]=1.[NH2:25][C@@H:26]1[CH2:31][CH2:30][O:29][CH2:28][C@@H:27]1[NH:32][C:33](=[O:39])[O:34][C:35]([CH3:38])([CH3:37])[CH3:36].CCN(C(C)C)C(C)C. (2) Reactant: [CH2:1]([O:3][C:4](=[O:16])[C:5]1[CH:10]=[CH:9][C:8]([O:11][CH:12]([CH3:14])[CH3:13])=[C:7]([OH:15])[CH:6]=1)[CH3:2].[Cl:17][C:18]1[CH:23]=[C:22]([Cl:24])[CH:21]=[CH:20][C:19]=1[CH2:25][CH2:26]O.C1(P(C2C=CC=CC=2)C2C=CC=CC=2)C=CC=CC=1.CCOC(/N=N/C(OCC)=O)=O. Product: [CH2:1]([O:3][C:4](=[O:16])[C:5]1[CH:10]=[CH:9][C:8]([O:11][CH:12]([CH3:13])[CH3:14])=[C:7]([O:15][CH2:26][CH2:25][C:19]2[CH:20]=[CH:21][C:22]([Cl:24])=[CH:23][C:18]=2[Cl:17])[CH:6]=1)[CH3:2]. The catalyst class is: 7. (3) Reactant: [Br:1][C:2]1[CH:7]=[CH:6][C:5]([OH:8])=[C:4]([CH2:9][CH2:10][OH:11])[CH:3]=1.C(=O)([O-])[O-].[K+].[K+].Cl[C:19]([F:24])([F:23])C([O-])=O.[Na+].O. Product: [Br:1][C:2]1[CH:7]=[CH:6][C:5]([O:8][CH:19]([F:24])[F:23])=[C:4]([CH2:9][CH2:10][OH:11])[CH:3]=1. The catalyst class is: 18. (4) Reactant: [C:1]([O:5][C:6]([NH:8][C@H:9]1[CH2:13][CH2:12][C@H:11]([C:14]([OH:16])=[O:15])[CH2:10]1)=[O:7])([CH3:4])([CH3:3])[CH3:2].C1C=CC2N(O)N=NC=2C=1.C(Cl)CCl.[F:31][C:32]([F:44])([C:37]1[CH:42]=[CH:41][C:40]([CH3:43])=[CH:39][CH:38]=1)/[C:33](=[N:35]/O)/[NH2:34].C(=O)(O)[O-].[Na+]. Product: [NH2:35]/[C:33](=[N:34]\[O:15][C:14]([C@H:11]1[CH2:12][CH2:13][C@H:9]([NH:8][C:6](=[O:7])[O:5][C:1]([CH3:4])([CH3:2])[CH3:3])[CH2:10]1)=[O:16])/[C:32]([F:44])([F:31])[C:37]1[CH:38]=[CH:39][C:40]([CH3:43])=[CH:41][CH:42]=1. The catalyst class is: 2.